The task is: Predict the product of the given reaction.. This data is from Forward reaction prediction with 1.9M reactions from USPTO patents (1976-2016). Given the reactants [C-]1C2C(=CC3C(C=2)=CC=CC=3)C=CC=1.[Na+].[CH3:16][S:17](=[N:24]S(C1C=CC(C)=CC=1)(=O)=O)([N:19]1[CH2:23][CH2:22][CH2:21][CH2:20]1)=[O:18], predict the reaction product. The product is: [NH:24]=[S:17]([CH3:16])([N:19]1[CH2:23][CH2:22][CH2:21][CH2:20]1)=[O:18].